Dataset: Catalyst prediction with 721,799 reactions and 888 catalyst types from USPTO. Task: Predict which catalyst facilitates the given reaction. (1) Reactant: [C:1]([N:8]1C=CN=C1)([N:3]1C=CN=C1)=O.[F:13][C:14]([F:25])([F:24])[C:15]1[CH:20]=[CH:19][N:18]=[CH:17][C:16]=1[C:21]([OH:23])=[O:22].[CH2:26]([O:28][C:29](NC=NO)=[O:30])[CH3:27]. Product: [NH2:8][C:1](=[N:3][O:22][C:21]([C:16]1[CH:17]=[N:18][CH:19]=[CH:20][C:15]=1[C:14]([F:13])([F:24])[F:25])=[O:23])[C:29]([O:28][CH2:26][CH3:27])=[O:30]. The catalyst class is: 12. (2) Reactant: [CH2:1]([C:5]1[N:9]([CH2:10][C:11]2[CH:16]=[CH:15][C:14]([C:17]3[CH:22]=[CH:21][CH:20]=[CH:19][C:18]=3[C:23]3[NH:27][N:26]=[N:25][N:24]=3)=[CH:13][CH:12]=2)[N:8]=[C:7]([CH:28](OC)[O:29]C)[N:6]=1)[CH2:2][CH2:3][CH3:4]. The catalyst class is: 361. Product: [CH2:1]([C:5]1[N:9]([CH2:10][C:11]2[CH:16]=[CH:15][C:14]([C:17]3[CH:22]=[CH:21][CH:20]=[CH:19][C:18]=3[C:23]3[NH:27][N:26]=[N:25][N:24]=3)=[CH:13][CH:12]=2)[N:8]=[C:7]([CH:28]=[O:29])[N:6]=1)[CH2:2][CH2:3][CH3:4].